Dataset: Forward reaction prediction with 1.9M reactions from USPTO patents (1976-2016). Task: Predict the product of the given reaction. (1) Given the reactants [Cl:1][CH2:2][CH:3]1[C:11]2[C:10]3[CH:12]=[CH:13][CH:14]=[C:15]([C:16]#[N:17])[C:9]=3[CH:8]=[CH:7][C:6]=2[N:5]([C:18](=[O:23])[C:19]([F:22])([F:21])[F:20])[CH2:4]1.[N+:24]([O-])([OH:26])=[O:25], predict the reaction product. The product is: [Cl:1][CH2:2][CH:3]1[C:11]2[C:10]3[CH:12]=[CH:13][CH:14]=[C:15]([C:16]#[N:17])[C:9]=3[C:8]([N+:24]([O-:26])=[O:25])=[CH:7][C:6]=2[N:5]([C:18](=[O:23])[C:19]([F:22])([F:20])[F:21])[CH2:4]1. (2) Given the reactants [CH2:1]([S:8][C:9]1[CH:10]=[CH:11][C:12]([F:23])=[C:13]([C:15](=[O:22])/[CH:16]=[C:17](/[N:19]([CH3:21])C)\[CH3:18])[CH:14]=1)[C:2]1[CH:7]=[CH:6][CH:5]=[CH:4][CH:3]=1.[Br:24][C:25]1[C:31]([F:32])=[CH:30]C(N)=[C:27]([O:33][CH3:34])[CH:26]=1.C(O)(=O)C, predict the reaction product. The product is: [CH2:1]([S:8][C:9]1[CH:10]=[CH:11][C:12]([F:23])=[C:13]([C:15](=[O:22])/[CH:16]=[C:17](/[NH:19][C:21]2[CH:30]=[C:31]([F:32])[C:25]([Br:24])=[CH:26][C:27]=2[O:33][CH3:34])\[CH3:18])[CH:14]=1)[C:2]1[CH:3]=[CH:4][CH:5]=[CH:6][CH:7]=1. (3) The product is: [P:8]([Cl:26])([C:9]([C:10]([F:13])([F:12])[F:11])([F:15])[F:14])[C:2]([C:3]([F:6])([F:5])[F:4])([F:7])[F:1]. Given the reactants [F:1][C:2]([P:8](C(F)(F)C(F)(F)F)[C:9]([F:15])([F:14])[C:10]([F:13])([F:12])[F:11])([F:7])[C:3]([F:6])([F:5])[F:4].[OH-].[K+].P(Cl)(Cl)(Cl)(Cl)[Cl:26], predict the reaction product. (4) Given the reactants BrC1C(N2CCN(C(NC3C=CC=CC=3)=O)CC2)=C2N=C(C3C=CC(N(C)C)=CC=3)NC2=NC=1.[Br:35][C:36]1[C:37]([N:46]2[CH2:51][CH2:50][N:49]([CH2:52][C:53]3[CH:54]=[N:55][CH:56]=[CH:57][CH:58]=3)[CH2:48][CH2:47]2)=[C:38]([N+:43]([O-])=O)[C:39]([NH2:42])=[N:40][CH:41]=1.[O-]S(S([O-])=O)=O.[Na+].[Na+].[CH3:67][N:68]([CH3:80])[CH2:69][CH2:70][O:71][C:72]1[CH:79]=[CH:78][C:75]([CH:76]=O)=[CH:74][CH:73]=1, predict the reaction product. The product is: [Br:35][C:36]1[C:37]([N:46]2[CH2:51][CH2:50][N:49]([CH2:52][C:53]3[CH:54]=[N:55][CH:56]=[CH:57][CH:58]=3)[CH2:48][CH2:47]2)=[C:38]2[N:43]=[C:76]([C:75]3[CH:78]=[CH:79][C:72]([O:71][CH2:70][CH2:69][N:68]([CH3:67])[CH3:80])=[CH:73][CH:74]=3)[NH:42][C:39]2=[N:40][CH:41]=1. (5) Given the reactants [CH2:1]([C:3]1[CH:8]=[CH:7][C:6]([C:9]2[C:10]([C:17]3[CH:22]=[CH:21][N:20]=[CH:19][CH:18]=3)=[N:11][C:12]([CH:15]=O)=[CH:13][CH:14]=2)=[CH:5][CH:4]=1)[CH3:2].[NH2:23][CH2:24][CH2:25][CH2:26][P:27](=[O:30])([OH:29])[OH:28].[BH3-]C#N.[Na+], predict the reaction product. The product is: [CH2:1]([C:3]1[CH:8]=[CH:7][C:6]([C:9]2[C:10]([C:17]3[CH:22]=[CH:21][N:20]=[CH:19][CH:18]=3)=[N:11][C:12]([CH2:15][NH:23][CH2:24][CH2:25][CH2:26][P:27](=[O:28])([OH:30])[OH:29])=[CH:13][CH:14]=2)=[CH:5][CH:4]=1)[CH3:2]. (6) Given the reactants [CH3:1][N:2]1[C:7](=[O:8])[C:6]([C:9]2[CH:14]=[CH:13][N:12]=[CH:11][CH:10]=2)=[C:5]2[C:15](=[O:31])[N:16]([CH2:19][CH2:20][C:21]3[CH:30]=[CH:29][C:28]4[C:23](=[CH:24][CH:25]=[CH:26][CH:27]=4)[N:22]=3)[C:17](=O)[C:4]2=[CH:3]1.COC1C=CC(P2(SP(C3C=CC(OC)=CC=3)(=S)S2)=[S:41])=CC=1, predict the reaction product. The product is: [CH3:1][N:2]1[C:7](=[O:8])[C:6]([C:9]2[CH:14]=[CH:13][N:12]=[CH:11][CH:10]=2)=[C:5]2[C:15](=[O:31])[N:16]([CH2:19][CH2:20][C:21]3[CH:30]=[CH:29][C:28]4[C:23](=[CH:24][CH:25]=[CH:26][CH:27]=4)[N:22]=3)[C:17](=[S:41])[C:4]2=[CH:3]1. (7) The product is: [Cl:1][C:2]1[CH:22]=[CH:21][CH:20]=[CH:19][C:3]=1[O:4][C:5]1[CH2:9][N:8]([C@@H:10]([CH2:14][CH2:15][S:16][CH3:17])[C:11]([NH:35][C:32]2[CH:33]=[CH:34][N:30]([CH2:29][C@@H:27]3[CH2:26][O:25][C:24]([CH3:36])([CH3:23])[O:28]3)[N:31]=2)=[O:13])[C:7](=[O:18])[CH:6]=1. Given the reactants [Cl:1][C:2]1[CH:22]=[CH:21][CH:20]=[CH:19][C:3]=1[O:4][C:5]1[CH2:9][N:8]([C@@H:10]([CH2:14][CH2:15][S:16][CH3:17])[C:11]([OH:13])=O)[C:7](=[O:18])[CH:6]=1.[CH3:23][C:24]1([CH3:36])[O:28][C@H:27]([CH2:29][N:30]2[CH:34]=[CH:33][C:32]([NH2:35])=[N:31]2)[CH2:26][O:25]1.C(N(CC)C(C)C)(C)C.F[P-](F)(F)(F)(F)F.N1(O[P+](N(C)C)(N(C)C)N(C)C)C2C=CC=CC=2N=N1, predict the reaction product. (8) Given the reactants [CH3:1][C:2]([CH3:44])([CH2:6][C:7]1[N:11]([CH2:12][C:13]2[CH:18]=[CH:17][C:16](B3OC(C)(C)C(C)(C)O3)=[CH:15][CH:14]=2)[C:10]2[CH:28]=[CH:29][C:30]([O:32][CH2:33][C:34]3[CH:43]=[CH:42][C:41]4[C:36](=[CH:37][CH:38]=[CH:39][CH:40]=4)[N:35]=3)=[CH:31][C:9]=2[N:8]=1)[C:3]([OH:5])=[O:4].Br[C:46]1[CH:47]=[N:48][O:49][CH:50]=1, predict the reaction product. The product is: [O:49]1[CH:50]=[C:46]([C:16]2[CH:17]=[CH:18][C:13]([CH2:12][N:11]3[C:10]4[CH:28]=[CH:29][C:30]([O:32][CH2:33][C:34]5[CH:43]=[CH:42][C:41]6[C:36](=[CH:37][CH:38]=[CH:39][CH:40]=6)[N:35]=5)=[CH:31][C:9]=4[N:8]=[C:7]3[CH2:6][C:2]([CH3:44])([CH3:1])[C:3]([OH:5])=[O:4])=[CH:14][CH:15]=2)[CH:47]=[N:48]1.